From a dataset of Catalyst prediction with 721,799 reactions and 888 catalyst types from USPTO. Predict which catalyst facilitates the given reaction. (1) Reactant: Cl[C:2]1[N:10]=[C:9]2[C:5]([N:6]([CH2:18][C@H:19]3[CH2:24][CH2:23][C@H:22]([CH3:25])[CH2:21][CH2:20]3)[C:7]([N:11]3[CH2:16][CH2:15][O:14][CH2:13][C@H:12]3[CH3:17])=[N:8]2)=[C:4]([C:26]2[CH:27]=[N:28][CH:29]=[C:30]([Cl:32])[CH:31]=2)[N:3]=1.C[C:34]([N:36](C)C)=O. The catalyst class is: 267. Product: [Cl:32][C:30]1[CH:31]=[C:26]([C:4]2[N:3]=[C:2]([C:34]#[N:36])[N:10]=[C:9]3[C:5]=2[N:6]([CH2:18][C@H:19]2[CH2:24][CH2:23][C@H:22]([CH3:25])[CH2:21][CH2:20]2)[C:7]([N:11]2[CH2:16][CH2:15][O:14][CH2:13][C@H:12]2[CH3:17])=[N:8]3)[CH:27]=[N:28][CH:29]=1. (2) Reactant: F[C:2]1[CH:9]=[CH:8][C:7]([I:10])=[CH:6][C:3]=1[CH:4]=[O:5].[CH3:11][N:12]1[C:16]([CH3:17])=[C:15]([OH:18])[C:14]([CH3:19])=[N:13]1.C([O-])([O-])=O.[K+].[K+]. Product: [I:10][C:7]1[CH:8]=[CH:9][C:2]([O:18][C:15]2[C:14]([CH3:19])=[N:13][N:12]([CH3:11])[C:16]=2[CH3:17])=[C:3]([CH:6]=1)[CH:4]=[O:5]. The catalyst class is: 80. (3) Reactant: [C:1]([C:5]1[CH:10]=[C:9](I)[CH:8]=[C:7]([I:12])[C:6]=1[O:13][CH3:14])([CH3:4])([CH3:3])[CH3:2].[NH:15]1[CH2:19][CH2:18][CH2:17][C:16]1=[O:20].P([O-])([O-])([O-])=O.[K+].[K+].[K+].N[C@@H]1CCCC[C@H]1N. Product: [C:1]([C:5]1[CH:10]=[C:9]([N:15]2[CH2:19][CH2:18][CH2:17][C:16]2=[O:20])[CH:8]=[C:7]([I:12])[C:6]=1[O:13][CH3:14])([CH3:4])([CH3:3])[CH3:2]. The catalyst class is: 185. (4) Reactant: [Cl:1][C:2]1[CH:21]=[C:20]([Cl:22])[CH:19]=[CH:18][C:3]=1[CH2:4][N:5]1[C:9]([C:10](OC)=[O:11])=[CH:8][C:7]([O:14][CH2:15][O:16][CH3:17])=[N:6]1.[H-].C([Al+]CC(C)C)C(C)C.C(O)C.[Cl-].[NH4+]. Product: [Cl:1][C:2]1[CH:21]=[C:20]([Cl:22])[CH:19]=[CH:18][C:3]=1[CH2:4][N:5]1[C:9]([CH2:10][OH:11])=[CH:8][C:7]([O:14][CH2:15][O:16][CH3:17])=[N:6]1. The catalyst class is: 207. (5) Reactant: [Cl:1][C:2]1[CH:16]=[C:15]([Cl:17])[CH:14]=[CH:13][C:3]=1[CH2:4][N:5]1[C:9]([CH3:10])=[CH:8][CH:7]=[C:6]1[CH:11]=O.C(O)(=O)[CH2:19][C:20]([OH:22])=[O:21].N1CCCCC1. Product: [Cl:1][C:2]1[CH:16]=[C:15]([Cl:17])[CH:14]=[CH:13][C:3]=1[CH2:4][N:5]1[C:9]([CH3:10])=[CH:8][CH:7]=[C:6]1/[CH:11]=[CH:19]/[C:20]([OH:22])=[O:21]. The catalyst class is: 17. (6) Reactant: [NH2:1][C:2]([NH:4][C:5]1[S:6][C:7]([CH2:10][NH:11][C:12](=[O:34])[CH2:13][N:14]2[C:20]3[CH:21]=[CH:22][CH:23]=[CH:24][C:19]=3[CH:18]([CH2:25][C:26]([O:28]C(C)(C)C)=[O:27])[CH2:17][CH2:16][C:15]2=[O:33])=[CH:8][N:9]=1)=[NH:3].Cl. Product: [NH2:3][C:2]([NH:4][C:5]1[S:6][C:7]([CH2:10][NH:11][C:12](=[O:34])[CH2:13][N:14]2[C:20]3[CH:21]=[CH:22][CH:23]=[CH:24][C:19]=3[CH:18]([CH2:25][C:26]([OH:28])=[O:27])[CH2:17][CH2:16][C:15]2=[O:33])=[CH:8][N:9]=1)=[NH:1]. The catalyst class is: 135. (7) Reactant: [C:1]([O:5][C:6]([N:8]1[CH2:13][CH2:12][C@H:11]([NH:14]CC2C=CC=CC=2)[C@H:10]([F:22])[CH2:9]1)=[O:7])([CH3:4])([CH3:3])[CH3:2].C([O-])=O.[NH4+]. Product: [C:1]([O:5][C:6]([N:8]1[CH2:13][CH2:12][C@H:11]([NH2:14])[C@H:10]([F:22])[CH2:9]1)=[O:7])([CH3:4])([CH3:2])[CH3:3]. The catalyst class is: 19. (8) Reactant: Br[CH2:2][C:3]1[CH:8]=[C:7]([F:9])[CH:6]=[CH:5][C:4]=1[F:10].[Cl:11][C:12]1[CH:17]=[CH:16][C:15]([S:18]([O-:20])=[O:19])=[CH:14][CH:13]=1.[Na+]. Product: [Cl:11][C:12]1[CH:17]=[CH:16][C:15]([S:18]([CH2:2][C:3]2[CH:8]=[C:7]([F:9])[CH:6]=[CH:5][C:4]=2[F:10])(=[O:20])=[O:19])=[CH:14][CH:13]=1. The catalyst class is: 51. (9) Reactant: [Cl:1][C:2]1[C:3]([O:5][CH2:6][C:7]=1Cl)=[O:4].[CH3:9][S:10][C:11]1[CH:16]=[CH:15][C:14](B(O)O)=[CH:13][CH:12]=1.[F-].[Cs+]. Product: [Cl:1][C:2]1[C:3]([O:5][CH2:6][C:7]=1[C:14]1[CH:15]=[CH:16][C:11]([S:10][CH3:9])=[CH:12][CH:13]=1)=[O:4]. The catalyst class is: 235.